Dataset: Reaction yield outcomes from USPTO patents with 853,638 reactions. Task: Predict the reaction yield, written as a fraction of the theoretical maximum amount of product (1.0 means a 100% yield; for example, 0.34 means a 34% yield). The reactants are I[C:2]1[S:6][C:5]2[C:7]3[S:8][C:9](I)=[C:10]([CH2:14][CH2:15][CH2:16][CH2:17][CH2:18][CH3:19])[C:11]=3[C:12](=[O:13])[C:4]=2[C:3]=1[CH2:21][CH2:22][CH2:23][CH2:24][CH2:25][CH3:26].[CH2:27]([C:36]1[S:37][C:38]([Sn](CCCC)(CCCC)CCCC)=[CH:39][CH:40]=1)[CH2:28][CH2:29][CH2:30][CH2:31][CH2:32][CH2:33][CH2:34][CH3:35].CN(C=O)C. The catalyst is C1C=CC([P]([Pd]([P](C2C=CC=CC=2)(C2C=CC=CC=2)C2C=CC=CC=2)([P](C2C=CC=CC=2)(C2C=CC=CC=2)C2C=CC=CC=2)[P](C2C=CC=CC=2)(C2C=CC=CC=2)C2C=CC=CC=2)(C2C=CC=CC=2)C2C=CC=CC=2)=CC=1.C(OCC)(=O)C. The product is [CH2:7]([C:5]1[S:6][C:2]([C:2]2[S:6][C:5]3[C:7]4[S:8][CH2:9][C:10]([C:38]5[S:37][C:36]([CH2:27][CH2:28][CH2:29][CH2:30][CH2:31][CH2:32][CH2:33][CH2:34][CH3:35])=[CH:40][CH:39]=5)([CH2:14][CH2:15][CH2:16][CH2:17][CH2:18][CH3:19])[C:11]=4[C:12](=[O:13])[C:4]=3[C:3]=2[CH2:21][CH2:22][CH2:23][CH2:24][CH2:25][CH3:26])=[CH:3][CH:4]=1)[CH2:11][CH2:10][CH2:14][CH2:15][CH2:16][CH2:17][CH2:18][CH3:19]. The yield is 0.658.